From a dataset of Reaction yield outcomes from USPTO patents with 853,638 reactions. Predict the reaction yield, written as a fraction of the theoretical maximum amount of product (1.0 means a 100% yield; for example, 0.34 means a 34% yield). (1) The reactants are [CH3:1][C:2]1[CH:7]=[C:6]([CH3:8])[CH:5]=[CH:4][C:3]=1[C@@H:9]1[N:14]([C:15]([O:17][C:18]([CH3:21])([CH3:20])[CH3:19])=[O:16])[CH2:13][CH2:12][N:11]2[C:22](=[O:25])[CH2:23][CH2:24][C@@H:10]12.[Li+].C[Si]([N-][Si](C)(C)C)(C)C.CN1C(=O)N(C)[CH2:40][CH2:39][CH2:38]1.[CH2:45](Br)[CH:46]=[CH2:47]. The catalyst is C1COCC1. The product is [CH2:38]([C:23]1([CH2:47][CH:46]=[CH2:45])[C:22](=[O:25])[N:11]2[CH2:12][CH2:13][N:14]([C:15]([O:17][C:18]([CH3:21])([CH3:20])[CH3:19])=[O:16])[C@@H:9]([C:3]3[CH:4]=[CH:5][C:6]([CH3:8])=[CH:7][C:2]=3[CH3:1])[C@@H:10]2[CH2:24]1)[CH:39]=[CH2:40]. The yield is 0.810. (2) The catalyst is CN1C(=O)CCC1.C(Cl)Cl. The product is [Cl:2][C:3]1[CH:12]=[C:11]2[C:6]([C:7]([NH:13][C:14]3[CH:15]=[CH:16][C:17]([N:22]4[CH2:27][CH2:26][O:25][CH2:24][CH2:23]4)=[C:18]([CH2:20][N:32]4[CH2:36][CH2:35][CH2:34][CH2:33]4)[CH:19]=3)=[CH:8][CH:9]=[N:10]2)=[CH:5][CH:4]=1. The reactants are Cl.[Cl:2][C:3]1[CH:12]=[C:11]2[C:6]([C:7]([NH:13][C:14]3[CH:15]=[CH:16][C:17]([N:22]4[CH2:27][CH2:26][O:25][CH2:24][CH2:23]4)=[C:18]([CH2:20]O)[CH:19]=3)=[CH:8][CH:9]=[N:10]2)=[CH:5][CH:4]=1.S(Cl)(Cl)=O.[NH:32]1[CH2:36][CH2:35][CH2:34][CH2:33]1. The yield is 0.960.